From a dataset of hERG Central: cardiac toxicity at 1µM, 10µM, and general inhibition. Predict hERG channel inhibition at various concentrations. The molecule is Cc1csc(NC(=O)CSc2nnc(-c3ccoc3C)n2CCc2ccccc2)n1. Results: hERG_inhib (hERG inhibition (general)): blocker.